This data is from Catalyst prediction with 721,799 reactions and 888 catalyst types from USPTO. The task is: Predict which catalyst facilitates the given reaction. (1) Reactant: [CH3:1][S:2][C:3]1[N:7]2[C:8]([C:16]([F:19])([F:18])[F:17])=[CH:9][CH:10]=[C:11]([C:12]([O:14]C)=[O:13])[C:6]2=[N:5][N:4]=1.[OH-].[Na+].Cl. Product: [CH3:1][S:2][C:3]1[N:7]2[C:8]([C:16]([F:19])([F:17])[F:18])=[CH:9][CH:10]=[C:11]([C:12]([OH:14])=[O:13])[C:6]2=[N:5][N:4]=1. The catalyst class is: 5. (2) Reactant: [NH2:1][C:2](=O)[CH2:3][N:4]1[CH:9]([NH:10]S(C2C=CC(C)=CC=2)(=O)=O)[CH:8]=[CH:7][C:6]([O:21][C:22]2[CH:23]=[C:24]([NH:28][C:29]([C:31]3[N:35]([CH3:36])[N:34]=[C:33]([CH3:37])[CH:32]=3)=[O:30])[CH:25]=[CH:26][CH:27]=2)=[CH:5]1.[F:46][C:45]([F:48])([F:47])[C:44](O[C:44](=[O:49])[C:45]([F:48])([F:47])[F:46])=[O:49]. Product: [CH3:36][N:35]1[C:31]([C:29]([NH:28][C:24]2[CH:25]=[CH:26][CH:27]=[C:22]([O:21][C:6]3[CH:7]=[CH:8][C:9]4[N:4]([CH:3]=[C:2]([NH:1][C:44](=[O:49])[C:45]([F:46])([F:47])[F:48])[N:10]=4)[CH:5]=3)[CH:23]=2)=[O:30])=[CH:32][C:33]([CH3:37])=[N:34]1. The catalyst class is: 4. (3) Reactant: Br[C:2]1[CH:9]=[CH:8][C:5]([C:6]#[N:7])=[C:4]([Cl:10])[CH:3]=1.[F:11][C:12]1[CH:17]=[CH:16][CH:15]=[CH:14][C:13]=1B(O)O.C(=O)([O-])[O-].[Na+].[Na+]. Product: [Cl:10][C:4]1[CH:3]=[C:2]([C:13]2[CH:14]=[CH:15][CH:16]=[CH:17][C:12]=2[F:11])[CH:9]=[CH:8][C:5]=1[C:6]#[N:7]. The catalyst class is: 602. (4) Reactant: Cl[C:2]1[C:7]([N+:8]([O-:10])=[O:9])=[CH:6][CH:5]=[C:4]([O:11][CH3:12])[N:3]=1.Cl.[C:14]([O:18][C:19](=[O:22])[CH2:20][NH2:21])([CH3:17])([CH3:16])[CH3:15].CCN(C(C)C)C(C)C. Product: [CH3:12][O:11][C:4]1[N:3]=[C:2]([NH:21][CH2:20][C:19]([O:18][C:14]([CH3:17])([CH3:16])[CH3:15])=[O:22])[C:7]([N+:8]([O-:10])=[O:9])=[CH:6][CH:5]=1. The catalyst class is: 218. (5) Reactant: [Cl:1][C:2]1[CH:36]=[CH:35][C:34]([CH2:37][CH2:38][O:39][CH3:40])=[CH:33][C:3]=1[CH2:4][N:5]([CH:30]1[CH2:32][CH2:31]1)[C:6]([C@@H:8]1[C@:13]([C:15]2[CH:20]=[CH:19][C:18]([F:21])=[C:17]([F:22])[CH:16]=2)([OH:14])[CH2:12][CH2:11][N:10]([C:23]([O:25][C:26]([CH3:29])([CH3:28])[CH3:27])=[O:24])[CH2:9]1)=[O:7].[CH2:41](Br)[CH:42]=[CH2:43].[H-].[Na+]. Product: [CH2:43]([O:14][C@:13]1([C:15]2[CH:20]=[CH:19][C:18]([F:21])=[C:17]([F:22])[CH:16]=2)[CH2:12][CH2:11][N:10]([C:23]([O:25][C:26]([CH3:27])([CH3:28])[CH3:29])=[O:24])[CH2:9][C@@H:8]1[C:6]([N:5]([CH2:4][C:3]1[CH:33]=[C:34]([CH2:37][CH2:38][O:39][CH3:40])[CH:35]=[CH:36][C:2]=1[Cl:1])[CH:30]1[CH2:31][CH2:32]1)=[O:7])[CH:42]=[CH2:41]. The catalyst class is: 3. (6) Reactant: C[Si]([N-][Si](C)(C)C)(C)C.[Li+].[F:11][C:12]1[C:17]([F:18])=[CH:16][CH:15]=[CH:14][C:13]=1[CH:19]1[CH2:24][N:23]([CH2:25][C:26]([F:29])([F:28])[F:27])[C:22](=[O:30])[CH2:21][CH2:20]1.C(C1C=C(C(C)C)C=C(C(C)C)C=1S([N:49]=[N+:50]=[N-:51])(=O)=O)(C)C.CC(O)=O. Product: [N:49]([CH:21]1[CH2:20][CH:19]([C:13]2[CH:14]=[CH:15][CH:16]=[C:17]([F:18])[C:12]=2[F:11])[CH2:24][N:23]([CH2:25][C:26]([F:29])([F:27])[F:28])[C:22]1=[O:30])=[N+:50]=[N-:51]. The catalyst class is: 1. (7) Reactant: [F:1][C:2]1[CH:3]=[C:4]([NH2:20])[C:5]([NH2:19])=[CH:6][C:7]=1[O:8][CH2:9][CH2:10][CH2:11][CH2:12][N:13]1[CH2:18][CH2:17][CH2:16][CH2:15][CH2:14]1.[N+:21]([C:24]1[C:25]([CH:35]=O)=[N:26][N:27]([CH:29]2[CH2:34][CH2:33][CH2:32][CH2:31][O:30]2)[CH:28]=1)([O-:23])=[O:22]. Product: [F:1][C:2]1[C:7]([O:8][CH2:9][CH2:10][CH2:11][CH2:12][N:13]2[CH2:18][CH2:17][CH2:16][CH2:15][CH2:14]2)=[CH:6][C:5]2[N:19]=[C:35]([C:25]3[C:24]([N+:21]([O-:23])=[O:22])=[CH:28][N:27]([CH:29]4[CH2:34][CH2:33][CH2:32][CH2:31][O:30]4)[N:26]=3)[NH:20][C:4]=2[CH:3]=1. The catalyst class is: 5.